This data is from NCI-60 drug combinations with 297,098 pairs across 59 cell lines. The task is: Regression. Given two drug SMILES strings and cell line genomic features, predict the synergy score measuring deviation from expected non-interaction effect. (1) Drug 1: C1=NNC2=C1C(=O)NC=N2. Drug 2: C1C(C(OC1N2C=NC3=C2NC=NCC3O)CO)O. Cell line: UACC-257. Synergy scores: CSS=-0.201, Synergy_ZIP=1.64, Synergy_Bliss=4.46, Synergy_Loewe=-0.980, Synergy_HSA=-0.390. (2) Drug 1: C1=CC=C(C=C1)NC(=O)CCCCCCC(=O)NO. Drug 2: CN1C2=C(C=C(C=C2)N(CCCl)CCCl)N=C1CCCC(=O)O.Cl. Cell line: OVCAR3. Synergy scores: CSS=24.0, Synergy_ZIP=-6.26, Synergy_Bliss=-5.32, Synergy_Loewe=-18.4, Synergy_HSA=-7.01. (3) Drug 1: CC1=C(C=C(C=C1)NC2=NC=CC(=N2)N(C)C3=CC4=NN(C(=C4C=C3)C)C)S(=O)(=O)N.Cl. Drug 2: C#CCC(CC1=CN=C2C(=N1)C(=NC(=N2)N)N)C3=CC=C(C=C3)C(=O)NC(CCC(=O)O)C(=O)O. Cell line: SF-539. Synergy scores: CSS=9.90, Synergy_ZIP=-5.34, Synergy_Bliss=-6.14, Synergy_Loewe=-28.1, Synergy_HSA=-3.04.